Predict the reaction yield, written as a fraction of the theoretical maximum amount of product (1.0 means a 100% yield; for example, 0.34 means a 34% yield). From a dataset of Reaction yield outcomes from USPTO patents with 853,638 reactions. The reactants are [Br:1][C:2]1[CH:3]=[N:4][N:5]([CH3:16])[C:6]=1[C:7]1[CH:8]=[C:9]([C:13]([OH:15])=O)[S:10][C:11]=1[CH3:12].[NH2:17][C@@H:18]([CH2:31][C:32]1[CH:37]=[CH:36][C:35]([F:38])=[CH:34][CH:33]=1)[CH2:19][N:20]1[C:28](=[O:29])[C:27]2[C:22](=[CH:23][CH:24]=[CH:25][CH:26]=2)[C:21]1=[O:30].CC(OC(N[C@H](C(O)=O)CC1C=CC=CC=1C(F)(F)F)=O)(C)C.C1CN([P+](Br)(N2CCCC2)N2CCCC2)CC1.F[P-](F)(F)(F)(F)F.CCN(C(C)C)C(C)C. The catalyst is C(Cl)(Cl)Cl. The product is [Br:1][C:2]1[CH:3]=[N:4][N:5]([CH3:16])[C:6]=1[C:7]1[CH:8]=[C:9]([C:13]([NH:17][C@@H:18]([CH2:31][C:32]2[CH:33]=[CH:34][C:35]([F:38])=[CH:36][CH:37]=2)[CH2:19][N:20]2[C:28](=[O:29])[C:27]3[C:22](=[CH:23][CH:24]=[CH:25][CH:26]=3)[C:21]2=[O:30])=[O:15])[S:10][C:11]=1[CH3:12]. The yield is 0.710.